Dataset: Merck oncology drug combination screen with 23,052 pairs across 39 cell lines. Task: Regression. Given two drug SMILES strings and cell line genomic features, predict the synergy score measuring deviation from expected non-interaction effect. (1) Synergy scores: synergy=-0.892. Drug 2: CC1(c2nc3c(C(N)=O)cccc3[nH]2)CCCN1. Drug 1: CC(C)CC(NC(=O)C(Cc1ccccc1)NC(=O)c1cnccn1)B(O)O. Cell line: SKMEL30. (2) Drug 1: C=CCn1c(=O)c2cnc(Nc3ccc(N4CCN(C)CC4)cc3)nc2n1-c1cccc(C(C)(C)O)n1. Drug 2: CNC(=O)c1cc(Oc2ccc(NC(=O)Nc3ccc(Cl)c(C(F)(F)F)c3)cc2)ccn1. Cell line: UWB1289. Synergy scores: synergy=17.4. (3) Drug 1: O=C(O)C1(Cc2cccc(Nc3nccs3)n2)CCC(Oc2cccc(Cl)c2F)CC1. Drug 2: O=C(NOCC(O)CO)c1ccc(F)c(F)c1Nc1ccc(I)cc1F. Cell line: NCIH1650. Synergy scores: synergy=7.84. (4) Drug 1: NC(=O)c1cccc2cn(-c3ccc(C4CCCNC4)cc3)nc12. Drug 2: CCC1(O)C(=O)OCc2c1cc1n(c2=O)Cc2cc3c(CN(C)C)c(O)ccc3nc2-1. Cell line: COLO320DM. Synergy scores: synergy=11.0. (5) Drug 1: O=C(CCCCCCC(=O)Nc1ccccc1)NO. Drug 2: CC1(c2nc3c(C(N)=O)cccc3[nH]2)CCCN1. Cell line: COLO320DM. Synergy scores: synergy=9.69. (6) Drug 1: O=C(NOCC(O)CO)c1ccc(F)c(F)c1Nc1ccc(I)cc1F. Drug 2: CCc1cnn2c(NCc3ccc[n+]([O-])c3)cc(N3CCCCC3CCO)nc12. Cell line: A375. Synergy scores: synergy=-3.61.